This data is from Forward reaction prediction with 1.9M reactions from USPTO patents (1976-2016). The task is: Predict the product of the given reaction. (1) The product is: [CH:5]1[C:6]([CH2:7][CH2:8][C:9]2[C:13]3[C:14]([NH:16][C:17]([NH2:19])=[N:18][C:12]=3[NH:11][CH:10]=2)=[O:15])=[CH:1][CH:2]=[C:3]([C:20]([NH:22][C@@H:23]([C:29]([O-:31])=[O:30])[CH2:24][CH2:25][C:26]([O-:28])=[O:27])=[O:21])[CH:4]=1.[Na+:68].[Na+:68]. Given the reactants [CH:1]1[C:6]([CH2:7][CH2:8][C:9]2[C:13]3[C:14]([N:16]=[C:17]([NH2:19])[NH:18][C:12]=3[NH:11][CH:10]=2)=[O:15])=[CH:5][CH:4]=[C:3]([C:20]([NH:22][C@H:23]([C:29]([O-:31])=[O:30])[CH2:24][CH2:25][C:26]([O-:28])=[O:27])=[O:21])[CH:2]=1.[CH:5]1[C:6]([CH2:7][CH2:8][C:9]2[C:13]3[C:14]([N:16]=[C:17]([NH2:19])[NH:18][C:12]=3[NH:11][CH:10]=2)=[O:15])=[CH:1][CH:2]=[C:3]([C:20]([NH:22][C@H:23]([C:29]([O-:31])=[O:30])[CH2:24][CH2:25][C:26]([O-:28])=[O:27])=[O:21])[CH:4]=1.O.O.O.O.O.[Na+:68].[Na+:68].[Na+].[Na+], predict the reaction product. (2) Given the reactants N[C:2]1[CH:3]=[C:4]2[C:8](=[CH:9][CH:10]=1)[NH:7][N:6]=[CH:5]2.Cl.N([O-])=O.[Na+].[I-:16].[K+], predict the reaction product. The product is: [I:16][C:2]1[CH:3]=[C:4]2[C:8](=[CH:9][CH:10]=1)[NH:7][N:6]=[CH:5]2.